Dataset: Full USPTO retrosynthesis dataset with 1.9M reactions from patents (1976-2016). Task: Predict the reactants needed to synthesize the given product. (1) The reactants are: [CH:1]1([CH2:6][C@H:7]([CH2:30][N:31]([CH:39]=[O:40])[O:32][CH:33]2[CH2:38][CH2:37][CH2:36][CH2:35][O:34]2)[C:8]([N:10]2[CH:14]([C:15]([NH:17][C:18]3[N:23]=[CH:22][CH:21]=[CH:20][N:19]=3)=[O:16])[CH2:13][CH2:12][N:11]2C(OCC=C)=O)=[O:9])[CH2:5][CH2:4][CH2:3][CH2:2]1.N1CCOCC1. Given the product [CH:1]1([CH2:6][C@H:7]([CH2:30][N:31]([CH:39]=[O:40])[O:32][CH:33]2[CH2:38][CH2:37][CH2:36][CH2:35][O:34]2)[C:8]([N:10]2[C@H:14]([C:15]([NH:17][C:18]3[N:23]=[CH:22][CH:21]=[CH:20][N:19]=3)=[O:16])[CH2:13][CH2:12][NH:11]2)=[O:9])[CH2:5][CH2:4][CH2:3][CH2:2]1, predict the reactants needed to synthesize it. (2) Given the product [CH3:16][S:17]([C:20]1[CH:25]=[CH:24][C:23]([C:2]2[CH:7]=[CH:6][C:5]([CH2:8][CH2:9][N:10]3[CH2:14][CH2:13][CH2:12][C@H:11]3[CH3:15])=[CH:4][CH:3]=2)=[CH:22][CH:21]=1)(=[O:19])=[O:18], predict the reactants needed to synthesize it. The reactants are: Br[C:2]1[CH:7]=[CH:6][C:5]([CH2:8][CH2:9][N:10]2[CH2:14][CH2:13][CH2:12][C@H:11]2[CH3:15])=[CH:4][CH:3]=1.[CH3:16][S:17]([C:20]1[CH:25]=[CH:24][C:23](B(O)O)=[CH:22][CH:21]=1)(=[O:19])=[O:18].C([O-])([O-])=O.[Na+].[Na+]. (3) The reactants are: [CH:1]1([CH2:7][CH2:8][C:9]([OH:11])=O)[CH2:6][CH2:5][CH2:4][CH2:3][CH2:2]1.Cl.CN(C)CCCN=C=NCC.FC(F)(F)C([NH:28][C@H:29]([C:32]1[CH:37]=[CH:36][C:35]([C:38](=[N:40]O)[NH2:39])=[CH:34][CH:33]=1)[CH2:30][CH3:31])=O.O.[OH-].[Li+]. Given the product [CH:1]1([CH2:7][CH2:8][C:9]2[O:11][N:40]=[C:38]([C:35]3[CH:36]=[CH:37][C:32]([C@@H:29]([NH2:28])[CH2:30][CH3:31])=[CH:33][CH:34]=3)[N:39]=2)[CH2:2][CH2:3][CH2:4][CH2:5][CH2:6]1, predict the reactants needed to synthesize it. (4) The reactants are: C(OC([N:11]1[C:16](=[O:17])[CH2:15][CH2:14][C:13]([NH2:19])([CH3:18])[C:12]1=[O:20])=O)C1C=CC=CC=1.[ClH:21].[H][H].O. Given the product [ClH:21].[NH2:19][C:13]1([CH3:18])[CH2:14][CH2:15][C:16](=[O:17])[NH:11][C:12]1=[O:20], predict the reactants needed to synthesize it. (5) Given the product [N:1]1([CH2:7][C:8]2[N:13]=[C:12]([NH:14][C:15]3[S:16][C:17]([C:23]4[N:27]=[CH:26][NH:25][N:24]=4)=[CH:18][C:19]=3[C:20]([NH2:22])=[O:21])[CH:11]=[CH:10][N:9]=2)[CH2:2][CH2:3][O:4][CH2:5][CH2:6]1, predict the reactants needed to synthesize it. The reactants are: [N:1]1([CH2:7][C:8]2[N:13]=[C:12]([NH:14][C:15]3[S:16][C:17]([C:23]4[N:27]=[CH:26][N:25](COCC[Si](C)(C)C)[N:24]=4)=[CH:18][C:19]=3[C:20]([NH2:22])=[O:21])[CH:11]=[CH:10][N:9]=2)[CH2:6][CH2:5][O:4][CH2:3][CH2:2]1.Cl. (6) Given the product [Cl:1][C:2]1[CH:3]=[C:4]([C:9]2([C:25]([F:27])([F:28])[F:26])[CH2:13][C:12]3[CH:14]=[C:15]([C:18]4[CH:19]=[C:20]([NH:21][C:39]([CH:36]5[CH2:38][CH2:37]5)=[O:40])[CH:22]=[CH:23][CH:24]=4)[CH:16]=[CH:17][C:11]=3[O:10]2)[CH:5]=[C:6]([Cl:8])[CH:7]=1, predict the reactants needed to synthesize it. The reactants are: [Cl:1][C:2]1[CH:3]=[C:4]([C:9]2([C:25]([F:28])([F:27])[F:26])[CH2:13][C:12]3[CH:14]=[C:15]([C:18]4[CH:19]=[C:20]([CH:22]=[CH:23][CH:24]=4)[NH2:21])[CH:16]=[CH:17][C:11]=3[O:10]2)[CH:5]=[C:6]([Cl:8])[CH:7]=1.CCN(CC)CC.[CH:36]1([C:39](Cl)=[O:40])[CH2:38][CH2:37]1.O. (7) Given the product [C:37]([N:27]1[CH2:26][CH2:25][C:20]2[N:21]([CH3:24])[C:22]3[CH:23]=[C:15]([N:12]4[CH:13]=[CH:14][C:9]([O:8][CH2:1][C:2]5[CH:3]=[CH:4][CH:5]=[CH:6][CH:7]=5)=[CH:10][C:11]4=[O:29])[CH:16]=[CH:17][C:18]=3[C:19]=2[CH2:28]1)(=[O:39])[CH3:38], predict the reactants needed to synthesize it. The reactants are: [CH2:1]([O:8][C:9]1[CH:14]=[CH:13][N:12]([C:15]2[CH:16]=[CH:17][C:18]3[C:19]4[CH2:28][NH:27][CH2:26][CH2:25][C:20]=4[N:21]([CH3:24])[C:22]=3[CH:23]=2)[C:11](=[O:29])[CH:10]=1)[C:2]1[CH:7]=[CH:6][CH:5]=[CH:4][CH:3]=1.C(N(CC)CC)C.[C:37](Cl)(=[O:39])[CH3:38]. (8) Given the product [C:16]1([N:9]2[CH2:13][CH2:12][CH2:11][C:10]2=[O:14])[CH:21]=[CH:20][CH:19]=[CH:18][CH:17]=1, predict the reactants needed to synthesize it. The reactants are: [O-]P([O-])([O-])=O.[K+].[K+].[K+].[NH:9]1[CH2:13][CH2:12][CH2:11][C:10]1=[O:14].I[C:16]1[CH:21]=[CH:20][CH:19]=[CH:18][CH:17]=1.C(O)CO. (9) Given the product [NH2:11][C@@H:12]([CH2:20][C:21]1[CH:26]=[CH:25][C:24]([C:27]2[N:28]=[CH:29][C:30]([C:33]3[CH:38]=[CH:37][C:36]([C:39]([CH3:42])([CH3:41])[CH3:40])=[CH:35][CH:34]=3)=[CH:31][N:32]=2)=[CH:23][CH:22]=1)[C:13]([O:15][C:16]([CH3:18])([CH3:17])[CH3:19])=[O:14], predict the reactants needed to synthesize it. The reactants are: C(OC([NH:11][C@@H:12]([CH2:20][C:21]1[CH:26]=[CH:25][C:24]([C:27]2[N:32]=[CH:31][C:30]([C:33]3[CH:38]=[CH:37][C:36]([C:39]([CH3:42])([CH3:41])[CH3:40])=[CH:35][CH:34]=3)=[CH:29][N:28]=2)=[CH:23][CH:22]=1)[C:13]([O:15][C:16]([CH3:19])([CH3:18])[CH3:17])=[O:14])=O)C1C=CC=CC=1. (10) Given the product [CH2:1]([N:8]([C:29]([O:31][C:32]([CH3:35])([CH3:34])[CH3:33])=[O:30])[C:9](=[O:10])[CH2:11][CH2:12][C:13]([CH3:18])([CH3:17])[C:14]([OH:16])=[O:15])[C:2]1[CH:7]=[CH:6][CH:5]=[CH:4][CH:3]=1, predict the reactants needed to synthesize it. The reactants are: [CH2:1]([NH:8][C:9]([CH2:11][CH2:12][C:13]([CH3:18])([CH3:17])[C:14]([OH:16])=[O:15])=[O:10])[C:2]1[CH:7]=[CH:6][CH:5]=[CH:4][CH:3]=1.C[Si]([N-][Si](C)(C)C)(C)C.[Na+].[C:29](O[C:29]([O:31][C:32]([CH3:35])([CH3:34])[CH3:33])=[O:30])([O:31][C:32]([CH3:35])([CH3:34])[CH3:33])=[O:30].[NH4+].[Cl-].